This data is from Reaction yield outcomes from USPTO patents with 853,638 reactions. The task is: Predict the reaction yield, written as a fraction of the theoretical maximum amount of product (1.0 means a 100% yield; for example, 0.34 means a 34% yield). (1) The reactants are [CH:1]1([C:7]2[C:8]3[CH:9]=[CH:10][C:11]([C:38]([O:40][CH3:41])=[O:39])=[CH:12][C:13]=3[N:14]3[C:21]=2[C:20]2[CH:22]=[CH:23][CH:24]=[CH:25][C:19]=2[O:18][CH2:17][CH:16]([CH2:26]OS(C2C=CC(C)=CC=2)(=O)=O)[CH2:15]3)[CH2:6][CH2:5][CH2:4][CH2:3][CH2:2]1.[C-:42]#[N:43].[Na+]. The catalyst is CN(C=O)C. The product is [C:42]([CH2:26][CH:16]1[CH2:15][N:14]2[C:13]3[CH:12]=[C:11]([C:38]([O:40][CH3:41])=[O:39])[CH:10]=[CH:9][C:8]=3[C:7]([CH:1]3[CH2:6][CH2:5][CH2:4][CH2:3][CH2:2]3)=[C:21]2[C:20]2[CH:22]=[CH:23][CH:24]=[CH:25][C:19]=2[O:18][CH2:17]1)#[N:43]. The yield is 0.900. (2) The reactants are [CH3:1][C:2]1[C:16](=[O:17])[N:15]=[C:14]2[N:4]([C@@H:5]3[O:9][C@H:8]([CH2:10][OH:11])[C@@H:7]([OH:12])[C@@H:6]3[O:13]2)[CH:3]=1.[CH3:18][O:19][CH2:20][CH2:21][O:22]B([O:22][CH2:21][CH2:20][O:19][CH3:18])[O:22][CH2:21][CH2:20][O:19][CH3:18]. The catalyst is COCCO. The product is [CH3:18][O:19][CH2:20][CH2:21][O:22][C@@H:6]1[C@H:7]([OH:12])[C@@H:8]([CH2:10][OH:11])[O:9][C@H:5]1[N:4]1[CH:3]=[C:2]([CH3:1])[C:16](=[O:17])[NH:15][C:14]1=[O:13]. The yield is 0.630. (3) The reactants are [NH2:1][C:2]1[N:7]=[CH:6][N:5]=[C:4]2[N:8]([C@@H:26]3[CH2:31][CH2:30][CH2:29][N:28]([C:32](=[O:36])[CH2:33][C:34]#[N:35])[CH2:27]3)[N:9]=[C:10]([C:11]3[CH:16]=[CH:15][C:14]([O:17][C:18]4[CH:23]=[C:22]([F:24])[CH:21]=[C:20]([F:25])[CH:19]=4)=[CH:13][CH:12]=3)[C:3]=12.[CH:37]1([CH:40]=O)[CH2:39][CH2:38]1.N1CCCCC1.ClCCl. The catalyst is CO. The product is [NH2:1][C:2]1[N:7]=[CH:6][N:5]=[C:4]2[N:8]([C@@H:26]3[CH2:31][CH2:30][CH2:29][N:28]([C:32]([C:33](=[CH:40][CH:37]4[CH2:39][CH2:38]4)[C:34]#[N:35])=[O:36])[CH2:27]3)[N:9]=[C:10]([C:11]3[CH:16]=[CH:15][C:14]([O:17][C:18]4[CH:19]=[C:20]([F:25])[CH:21]=[C:22]([F:24])[CH:23]=4)=[CH:13][CH:12]=3)[C:3]=12. The yield is 0.420. (4) The reactants are [C:1]([C:5]1O[N:8]=[C:7]([NH:10][C:11]([NH:13][C:14]2[CH:19]=[CH:18][C:17](SC3C=CN=CC=3)=[CH:16][CH:15]=2)=[O:12])[CH:6]=1)([CH3:4])([CH3:3])[CH3:2].[C:27]([C:31]1[O:35]N=[C:33]([N:36]=[C:37]=O)[CH:32]=1)(C)(C)C.[N:39]1C=CC(SC2C=CC(N)=CC=2)=CC=1.N1C=CC=CC=1. The catalyst is CCOC(C)=O. The product is [C:1]([C:5]1[CH:6]=[C:7]([NH:10][C:11]([NH:13][C:14]2[CH:15]=[CH:16][C:17]([O:35][C:31]3[CH:27]=[CH:37][N:36]=[CH:33][CH:32]=3)=[CH:18][CH:19]=2)=[O:12])[NH:8][N:39]=1)([CH3:2])([CH3:3])[CH3:4]. The yield is 0.900.